Predict the reaction yield, written as a fraction of the theoretical maximum amount of product (1.0 means a 100% yield; for example, 0.34 means a 34% yield). From a dataset of Reaction yield outcomes from USPTO patents with 853,638 reactions. (1) The reactants are [C:1]([C:3]1[CH:8]=[CH:7][C:6]([CH2:9][C:10]([OH:12])=[O:11])=[CH:5][CH:4]=1)#[N:2].C[Si]([N-][Si](C)(C)C)(C)C.[Na+].[Cl:23][CH2:24][CH2:25][CH2:26][CH2:27]I. No catalyst specified. The product is [Cl:23][CH2:24][CH2:25][CH2:26][CH2:27][CH:9]([C:6]1[CH:5]=[CH:4][C:3]([C:1]#[N:2])=[CH:8][CH:7]=1)[C:10]([OH:12])=[O:11]. The yield is 0.720. (2) The reactants are [F:1][C:2]1[CH:3]=[C:4]([N:8]2[CH2:12][C@H:11]([CH2:13][OH:14])[O:10][C:9]2=[O:15])[CH:5]=[CH:6][CH:7]=1.[I:16]N1C(=O)CCC1=O. The catalyst is FC(F)(F)C(O)=O. The product is [F:1][C:2]1[CH:3]=[C:4]([N:8]2[CH2:12][C@H:11]([CH2:13][OH:14])[O:10][C:9]2=[O:15])[CH:5]=[CH:6][C:7]=1[I:16]. The yield is 0.880. (3) The reactants are [CH:1]1([C:4]2[C:5]([O:14][CH2:15][C:16]3([CH3:24])[CH2:23][CH2:22][C:19]4([CH2:21][CH2:20]4)[CH2:18][CH2:17]3)=[CH:6][C:7]([F:13])=[C:8]([CH:12]=2)[C:9](O)=[O:10])[CH2:3][CH2:2]1.Cl.C(N=C=NCCCN(C)C)C.[CH3:37][S:38]([NH2:41])(=[O:40])=[O:39]. The catalyst is ClCCl.CN(C)C1C=CN=CC=1. The product is [CH:1]1([C:4]2[C:5]([O:14][CH2:15][C:16]3([CH3:24])[CH2:23][CH2:22][C:19]4([CH2:21][CH2:20]4)[CH2:18][CH2:17]3)=[CH:6][C:7]([F:13])=[C:8]([CH:12]=2)[C:9]([NH:41][S:38]([CH3:37])(=[O:40])=[O:39])=[O:10])[CH2:3][CH2:2]1. The yield is 0.550. (4) The reactants are Br[C:2]1[CH:13]=[CH:12][C:5]([CH2:6][N:7]2[CH:11]=[CH:10][N:9]=[CH:8]2)=[C:4]([CH3:14])[CH:3]=1.[CH3:15][Si:16]([C:19]#[CH:20])([CH3:18])[CH3:17].CO.CCOC(C)=O. The catalyst is C(N(CC)CC)C.[Cu]I.Cl[Pd](Cl)([P](C1C=CC=CC=1)(C1C=CC=CC=1)C1C=CC=CC=1)[P](C1C=CC=CC=1)(C1C=CC=CC=1)C1C=CC=CC=1. The product is [CH3:14][C:4]1[CH:3]=[C:2]([C:20]#[C:19][Si:16]([CH3:18])([CH3:17])[CH3:15])[CH:13]=[CH:12][C:5]=1[CH2:6][N:7]1[CH:11]=[CH:10][N:9]=[CH:8]1. The yield is 0.820.